Dataset: Catalyst prediction with 721,799 reactions and 888 catalyst types from USPTO. Task: Predict which catalyst facilitates the given reaction. (1) Reactant: [C:1]([O:5][C@@H:6]([C:12]1[C:13]([CH3:34])=[N:14][C:15]([CH3:33])=[C:16]([C:26]2[CH:31]=[CH:30][C:29]([OH:32])=[CH:28][CH:27]=2)[C:17]=1[N:18]1[CH2:23][CH2:22][C:21]([CH3:25])([CH3:24])[CH2:20][CH2:19]1)[C:7]([O:9][CH2:10][CH3:11])=[O:8])([CH3:4])([CH3:3])[CH3:2].O[CH2:36][C:37]1[CH:44]=[CH:43][C:40]([C:41]#[N:42])=[CH:39][CH:38]=1.C1C=CC(P(C2C=CC=CC=2)C2C=CC=CC=2)=CC=1.CCOC(/N=N/C(OCC)=O)=O. Product: [C:1]([O:5][C@@H:6]([C:12]1[C:13]([CH3:34])=[N:14][C:15]([CH3:33])=[C:16]([C:26]2[CH:27]=[CH:28][C:29]([O:32][CH2:36][C:37]3[CH:44]=[CH:43][C:40]([C:41]#[N:42])=[CH:39][CH:38]=3)=[CH:30][CH:31]=2)[C:17]=1[N:18]1[CH2:19][CH2:20][C:21]([CH3:24])([CH3:25])[CH2:22][CH2:23]1)[C:7]([O:9][CH2:10][CH3:11])=[O:8])([CH3:2])([CH3:3])[CH3:4]. The catalyst class is: 1. (2) Reactant: [CH3:1][C:2]([O:5][C:6]([N:8]1[CH:13]([C:14]([O:16][CH3:17])=[O:15])[CH2:12][NH:11][CH2:10][CH2:9]1)=[O:7])([CH3:4])[CH3:3].[Cl:18][C:19]1[CH:20]=[C:21]([S:25](Cl)(=[O:27])=[O:26])[CH:22]=[CH:23][CH:24]=1.C(N(CC)CC)C.O. Product: [CH3:17][O:16][C:14]([CH:13]1[CH2:12][N:11]([S:25]([C:21]2[CH:22]=[CH:23][CH:24]=[C:19]([Cl:18])[CH:20]=2)(=[O:27])=[O:26])[CH2:10][CH2:9][N:8]1[C:6]([O:5][C:2]([CH3:1])([CH3:3])[CH3:4])=[O:7])=[O:15]. The catalyst class is: 3. (3) Reactant: [NH2:1][C@H](C(O)=O)C.C([O-])=O.[Na+].OP([O-])([O-])=O.[Na+].[Na+].C1N=C(N)C2N=CN([C@@H]3O[C@H](COP(OP(OC[C@H]4O[C@@H](N5C=C(C(N)=O)CC=C5)[C@H](O)[C@@H]4O)(O)=O)(O)=O)[C@@H](O)[C@H]3O)C=2N=1.CC1C(O)=C(C=O)C(COP(O)(O)=O)=CN=1.[CH2:78]([O:85][C@@H:86]1[C:91](=O)[CH2:90][CH2:89][O:88][CH2:87]1)[C:79]1[CH:84]=[CH:83][CH:82]=[CH:81][CH:80]=1.Cl.C(=O)([O-])[O-].[K+].[K+]. Product: [CH2:78]([O:85][C@@H:86]1[C@@H:91]([NH2:1])[CH2:90][CH2:89][O:88][CH2:87]1)[C:79]1[CH:84]=[CH:83][CH:82]=[CH:81][CH:80]=1. The catalyst class is: 69. (4) Reactant: F[C:2]([N:7](C)C)(F)[CH:3]([F:5])[F:4].B(F)(F)F.CN([C:17](=[CH2:23])[C:18]([O:20][CH2:21][CH3:22])=[O:19])C.[CH3:24][NH:25]N. Product: [F:5][CH:3]([F:4])[C:2]1[C:17]([C:18]([O:20][CH2:21][CH3:22])=[O:19])=[CH:23][N:25]([CH3:24])[N:7]=1. The catalyst class is: 10. (5) Reactant: Br[CH2:2][C:3]([NH:5][C@H:6]([C:8]1[CH:13]=[CH:12][C:11]([Br:14])=[CH:10][CH:9]=1)[CH3:7])=[O:4].[CH3:15][C:16]([O:27][Si](C)(C)C)([CH3:26])[CH2:17][C:18]([C:20]1[CH:25]=[CH:24][CH:23]=[CH:22][CH:21]=1)=[O:19].C([Zn]CC)C.Cl. Product: [Br:14][C:11]1[CH:12]=[CH:13][C:8]([C@@H:6]([NH:5][C:3](=[O:4])[CH2:2][C@@:18]([OH:19])([C:20]2[CH:25]=[CH:24][CH:23]=[CH:22][CH:21]=2)[CH2:17][C:16]([OH:27])([CH3:26])[CH3:15])[CH3:7])=[CH:9][CH:10]=1. The catalyst class is: 480. (6) Reactant: C(OC([N:8]1[CH2:13][CH2:12][CH:11]([CH2:14][O:15][C:16]([NH:18][C:19]2[CH:24]=[CH:23][CH:22]=[CH:21][C:20]=2[C:25]2[S:26][C:27]3[CH2:28][N:29](C(OC(C)(C)C)=O)[CH2:30][CH2:31][C:32]=3[N:33]=2)=[O:17])[CH2:10][CH2:9]1)=O)(C)(C)C.Cl.CO. Product: [NH3:8].[N:33]1[C:32]2[CH2:31][CH2:30][NH:29][CH2:28][C:27]=2[S:26][C:25]=1[C:20]1[CH:21]=[CH:22][CH:23]=[CH:24][C:19]=1[NH:18][C:16](=[O:17])[O:15][CH2:14][CH:11]1[CH2:12][CH2:13][NH:8][CH2:9][CH2:10]1. The catalyst class is: 4.